The task is: Predict the product of the given reaction.. This data is from Forward reaction prediction with 1.9M reactions from USPTO patents (1976-2016). (1) Given the reactants [I:1][C:2]1[CH:3]=[C:4]([OH:8])[CH:5]=[CH:6][CH:7]=1.[C:9](Cl)(=[O:11])[CH3:10].C(=O)([O-])[O-].[K+].[K+], predict the reaction product. The product is: [C:9]([O:8][C:4]1[CH:5]=[CH:6][CH:7]=[C:2]([I:1])[CH:3]=1)(=[O:11])[CH3:10]. (2) Given the reactants [F:1][C:2]1[CH:22]=[C:21]([S:23]([CH3:26])(=[O:25])=[O:24])[CH:20]=[CH:19][C:3]=1[O:4][C@H:5]1[CH2:9][CH2:8][N:7]([CH:10]2[CH2:15][CH2:14][N:13]([C:16]#[N:17])[CH2:12][CH2:11]2)[C:6]1=[O:18].[NH4+].[Cl-].[N-:29]=[N+:30]=[N-:31].[Na+], predict the reaction product. The product is: [N:17]1[NH:29][N:30]=[N:31][C:16]=1[N:13]1[CH2:12][CH2:11][CH:10]([N:7]2[CH2:8][CH2:9][C@H:5]([O:4][C:3]3[CH:19]=[CH:20][C:21]([S:23]([CH3:26])(=[O:25])=[O:24])=[CH:22][C:2]=3[F:1])[C:6]2=[O:18])[CH2:15][CH2:14]1. (3) Given the reactants [CH3:1][C:2]1([CH3:30])[CH2:8][NH:7][C:6]2[N:9]=[CH:10][C:11](/[CH:13]=[CH:14]/[C:15]([N:17]([CH3:29])[CH2:18][C:19]3[O:20][C:21]4[CH:28]=[CH:27][CH:26]=[CH:25][C:22]=4[C:23]=3[CH3:24])=[O:16])=[CH:12][C:5]=2[CH:4]=[N:3]1.[ClH:31], predict the reaction product. The product is: [ClH:31].[CH3:1][C:2]1([CH3:30])[CH2:8][NH:7][C:6]2[N:9]=[CH:10][C:11](/[CH:13]=[CH:14]/[C:15]([N:17]([CH3:29])[CH2:18][C:19]3[O:20][C:21]4[CH:28]=[CH:27][CH:26]=[CH:25][C:22]=4[C:23]=3[CH3:24])=[O:16])=[CH:12][C:5]=2[CH:4]=[N:3]1. (4) Given the reactants Cl[C:2]1[N:13]=[C:12]2[N:14]3[C:8](=[N:9][C:10](Cl)=[N:11]2)[N:7]=[C:6](Cl)[N:5]=[C:4]3[N:3]=1.[NH2:17][C:18]1[CH:30]=[CH:29][C:21]([C:22]([O:24]CCCC)=[O:23])=[CH:20][CH:19]=1.[Cl-].[Cl-].[Cl-].[Al+3].O.[C:36]1([CH3:42])[CH:41]=[CH:40][CH:39]=[CH:38][CH:37]=1, predict the reaction product. The product is: [C:22]([C:21]1[CH:20]=[CH:19][C:18]([NH:17][C:2]2[N:13]=[C:12]3[N:14]4[C:8](=[N:9][C:10]([C:39]5[CH:40]=[CH:41][C:36]([CH3:42])=[CH:37][CH:38]=5)=[N:11]3)[N:7]=[C:6]([C:18]3[CH:30]=[CH:29][C:21]([CH3:22])=[CH:20][CH:19]=3)[N:5]=[C:4]4[N:3]=2)=[CH:30][CH:29]=1)([OH:24])=[O:23]. (5) Given the reactants Cl[C:2]1[N:7]=[C:6]([CH2:8][Cl:9])[N:5]=[C:4]([C:10]2[CH:15]=[CH:14][CH:13]=[C:12]([O:16][CH3:17])[CH:11]=2)[N:3]=1.[C:18]([C:22]1[CH:28]=[CH:27][C:25]([NH2:26])=[CH:24][CH:23]=1)([CH3:21])([CH3:20])[CH3:19], predict the reaction product. The product is: [C:18]([C:22]1[CH:23]=[CH:24][C:25]([NH:26][C:2]2[N:7]=[C:6]([CH2:8][Cl:9])[N:5]=[C:4]([C:10]3[CH:15]=[CH:14][CH:13]=[C:12]([O:16][CH3:17])[CH:11]=3)[N:3]=2)=[CH:27][CH:28]=1)([CH3:21])([CH3:19])[CH3:20]. (6) Given the reactants [NH:1]1[C:9]2[C:4](=[CH:5][C:6]([C:10]3[C:14]4[C:15]([NH2:19])=[N:16][CH:17]=[CH:18][C:13]=4[O:12][CH:11]=3)=[CH:7][CH:8]=2)[CH2:3][CH2:2]1.[Cl:20][C:21]1[CH:22]=[C:23]([CH2:27][C:28](O)=[O:29])[CH:24]=[CH:25][CH:26]=1.CN(C(ON1N=NC2C=CC=NC1=2)=[N+](C)C)C.F[P-](F)(F)(F)(F)F.CCN(C(C)C)C(C)C, predict the reaction product. The product is: [Cl:20][C:21]1[CH:22]=[C:23]([CH2:27][C:28]([N:1]2[C:9]3[C:4](=[CH:5][C:6]([C:10]4[C:14]5[C:15]([NH2:19])=[N:16][CH:17]=[CH:18][C:13]=5[O:12][CH:11]=4)=[CH:7][CH:8]=3)[CH2:3][CH2:2]2)=[O:29])[CH:24]=[CH:25][CH:26]=1. (7) Given the reactants Br[C:2]1[C:7]([Cl:8])=[CH:6][C:5]([N:9]2[C:18]3[C:13](=[CH:14][C:15]([S:19]([NH:22][C:23]4[CH:27]=[CH:26][O:25][N:24]=4)(=[O:21])=[O:20])=[CH:16][CH:17]=3)[CH:12]=[CH:11][C:10]2=[O:28])=[C:4]([O:29][CH3:30])[CH:3]=1.[Cl:31][C:32]1[CH:37]=[CH:36][C:35](B(O)O)=[CH:34][C:33]=1[CH3:41].C(=O)([O-])[O-].[K+].[K+], predict the reaction product. The product is: [Cl:8][C:7]1[CH:6]=[C:5]([N:9]2[C:18]3[C:13](=[CH:14][C:15]([S:19]([NH:22][C:23]4[CH:27]=[CH:26][O:25][N:24]=4)(=[O:20])=[O:21])=[CH:16][CH:17]=3)[CH:12]=[CH:11][C:10]2=[O:28])[C:4]([O:29][CH3:30])=[CH:3][C:2]=1[C:35]1[CH:36]=[CH:37][C:32]([Cl:31])=[C:33]([CH3:41])[CH:34]=1. (8) Given the reactants [Br:1][C:2]1[CH:3]=[CH:4][C:5]([F:10])=[C:6]([CH:9]=1)[CH:7]=[O:8].[BH4-].[Na+], predict the reaction product. The product is: [Br:1][C:2]1[CH:3]=[CH:4][C:5]([F:10])=[C:6]([CH:9]=1)[CH2:7][OH:8]. (9) Given the reactants C([O:3][C:4]([C:6]1[O:10][C:9]([NH:11][C:12](=[O:29])[CH:13]([NH:17][C:18](=[O:28])[CH2:19][C:20]2[CH:25]=[C:24]([F:26])[CH:23]=[C:22]([F:27])[CH:21]=2)[CH2:14][CH2:15][CH3:16])=[N:8][C:7]=1[C:30]([F:33])([F:32])[F:31])=O)C.[BH4-].[Na+], predict the reaction product. The product is: [OH:3][CH2:4][C:6]1[O:10][C:9]([NH:11][C:12](=[O:29])[CH:13]([NH:17][C:18](=[O:28])[CH2:19][C:20]2[CH:25]=[C:24]([F:26])[CH:23]=[C:22]([F:27])[CH:21]=2)[CH2:14][CH2:15][CH3:16])=[N:8][C:7]=1[C:30]([F:32])([F:31])[F:33].